Dataset: Full USPTO retrosynthesis dataset with 1.9M reactions from patents (1976-2016). Task: Predict the reactants needed to synthesize the given product. (1) Given the product [F:1][C:2]1[CH:7]=[CH:6][C:5]([N:8]2[C:12]([CH2:13][NH2:14])=[CH:11][N:10]=[C:9]2[S:25][CH2:26][C:27]2[C:32]([F:33])=[CH:31][CH:30]=[C:29]([F:34])[C:28]=2[F:35])=[CH:4][CH:3]=1, predict the reactants needed to synthesize it. The reactants are: [F:1][C:2]1[CH:7]=[CH:6][C:5]([N:8]2[C:12]([CH2:13][N:14]3C(=O)C4C(=CC=CC=4)C3=O)=[CH:11][N:10]=[C:9]2[S:25][CH2:26][C:27]2[C:32]([F:33])=[CH:31][CH:30]=[C:29]([F:34])[C:28]=2[F:35])=[CH:4][CH:3]=1.O.NN. (2) Given the product [C:24]1([C:2]2[CH:3]=[C:4]3[C:8]4=[C:9]([CH2:11][CH2:12][N:7]4[C@H:6]4[CH2:13][CH2:14][N:15]([C:17]([O:19][C:20]([CH3:23])([CH3:22])[CH3:21])=[O:18])[CH2:16][C@@H:5]34)[CH:10]=2)[CH:29]=[CH:28][CH:27]=[CH:26][CH:25]=1, predict the reactants needed to synthesize it. The reactants are: Br[C:2]1[CH:3]=[C:4]2[C:8]3=[C:9]([CH2:11][CH2:12][N:7]3[C@H:6]3[CH2:13][CH2:14][N:15]([C:17]([O:19][C:20]([CH3:23])([CH3:22])[CH3:21])=[O:18])[CH2:16][C@@H:5]23)[CH:10]=1.[C:24]1(B(O)O)[CH:29]=[CH:28][CH:27]=[CH:26][CH:25]=1. (3) Given the product [CH3:25][C:24]1[CH:26]=[CH:27][C:21]([S:18]([O:14][CH2:13][CH:12]([C:11]2[C:10]3[C:5](=[CH:6][CH:7]=[C:8]([O:16][CH3:17])[N:9]=3)[N:4]=[CH:3][C:2]=2[F:1])[OH:15])(=[O:20])=[O:19])=[CH:22][CH:23]=1, predict the reactants needed to synthesize it. The reactants are: [F:1][C:2]1[CH:3]=[N:4][C:5]2[C:10]([C:11]=1[CH:12]([OH:15])[CH2:13][OH:14])=[N:9][C:8]([O:16][CH3:17])=[CH:7][CH:6]=2.[S:18](Cl)([C:21]1[CH:27]=[CH:26][C:24]([CH3:25])=[CH:23][CH:22]=1)(=[O:20])=[O:19]. (4) Given the product [C:11]([CH:10]([C:19]1[CH:24]=[C:23]([O:25][CH2:26][C:27]#[C:28][CH3:29])[N:22]=[CH:21][N:20]=1)[C:9]1[C:13]([F:17])=[CH:14][CH:15]=[CH:16][C:8]=1[Cl:7])#[N:12], predict the reactants needed to synthesize it. The reactants are: CC(C)([O-])C.[K+].[Cl:7][C:8]1[CH:16]=[CH:15][CH:14]=[C:13]([F:17])[C:9]=1[CH2:10][C:11]#[N:12].Cl[C:19]1[CH:24]=[C:23]([O:25][CH2:26][C:27]#[C:28][CH3:29])[N:22]=[CH:21][N:20]=1.[Cl-].[NH4+]. (5) The reactants are: [F:1][C:2]1[CH:7]=[C:6]([O:8][CH2:9][CH:10]2[CH2:15][CH2:14][N:13]([CH2:16][C:17]3([C:21]([F:24])([F:23])[F:22])[CH2:20][CH2:19][CH2:18]3)[CH2:12][CH2:11]2)[CH:5]=[CH:4][C:3]=1[C:25]1[CH:30]=[CH:29][C:28]([C:31]([O:33]C)=[O:32])=[CH:27][CH:26]=1.O[Li].O. Given the product [F:1][C:2]1[CH:7]=[C:6]([O:8][CH2:9][CH:10]2[CH2:11][CH2:12][N:13]([CH2:16][C:17]3([C:21]([F:23])([F:24])[F:22])[CH2:18][CH2:19][CH2:20]3)[CH2:14][CH2:15]2)[CH:5]=[CH:4][C:3]=1[C:25]1[CH:30]=[CH:29][C:28]([C:31]([OH:33])=[O:32])=[CH:27][CH:26]=1, predict the reactants needed to synthesize it. (6) Given the product [CH2:13]([CH:18]1[CH:5]2[C:6]([C:7]3[C:12]([CH2:13]2)=[C:11]([CH3:14])[C:10]([O:15][CH3:16])=[CH:9][CH:8]=3)=[C:21]([CH3:22])[C:20](=[O:23])[CH2:19]1)[CH2:5][CH2:6][CH3:7], predict the reactants needed to synthesize it. The reactants are: C([C:5]1([CH2:18][CH2:19][C:20](=[O:23])[CH2:21][CH3:22])[CH2:13][C:12]2[C:7](=[CH:8][CH:9]=[C:10]([O:15][CH3:16])[C:11]=2[CH3:14])[C:6]1=O)CCC. (7) Given the product [C:1]([O:5][C:6]([N:8]1[CH2:9][C@@H:10]([CH2:34][OH:35])[C@H:11]([CH2:13][N:14]([C:18](=[O:33])[C:19]2[CH:24]=[CH:23][C:22]([CH2:25][CH3:26])=[C:21]([O:27][CH2:28][CH2:29][CH2:30][O:31][CH3:32])[CH:20]=2)[CH:15]([CH3:16])[CH3:17])[CH2:12]1)=[O:7])([CH3:2])([CH3:3])[CH3:4], predict the reactants needed to synthesize it. The reactants are: [C:1]([O:5][C:6]([N:8]1[CH2:12][C@@H:11]([CH2:13][N:14]([C:18](=[O:33])[C:19]2[CH:24]=[CH:23][C:22]([CH2:25][CH3:26])=[C:21]([O:27][CH2:28][CH2:29][CH2:30][O:31][CH3:32])[CH:20]=2)[CH:15]([CH3:17])[CH3:16])[C@H:10]([C:34](C)(C)[O:35][SiH2]C(C)(C)C)[CH2:9]1)=[O:7])([CH3:4])([CH3:3])[CH3:2].CCCC[N+](CCCC)(CCCC)CCCC.[F-]. (8) The reactants are: [F:1][C:2]1[CH:3]=[C:4]([C:26](OC)=O)[C:5]2[C:6](=O)[CH:7]([C:19]3[N:23]([CH3:24])[N:22]=[CH:21][N:20]=3)[CH:8]([C:12]3[CH:17]=[CH:16][C:15]([F:18])=[CH:14][CH:13]=3)[NH:9][C:10]=2[CH:11]=1.[OH2:30].[NH2:31][NH2:32]. Given the product [F:1][C:2]1[CH:11]=[C:10]2[NH:9][CH:8]([C:12]3[CH:13]=[CH:14][C:15]([F:18])=[CH:16][CH:17]=3)[CH:7]([C:19]3[N:23]([CH3:24])[N:22]=[CH:21][N:20]=3)[C:6]3=[N:31][NH:32][C:26](=[O:30])[C:4]([CH:3]=1)=[C:5]23, predict the reactants needed to synthesize it. (9) Given the product [OH:32][CH2:28][CH2:29][C:30]#[C:31][C:13]1[CH:12]=[C:11]2[C:16]([C:7](=[N:6][OH:5])[CH:8]=[C:9]([C:18]3[N:19]=[CH:20][C:21]4[C:26]([CH:27]=3)=[CH:25][CH:24]=[CH:23][CH:22]=4)[O:10]2)=[CH:15][CH:14]=1, predict the reactants needed to synthesize it. The reactants are: C([O:5][N:6]=[C:7]1[C:16]2[C:11](=[CH:12][C:13](Br)=[CH:14][CH:15]=2)[O:10][C:9]([C:18]2[N:19]=[CH:20][C:21]3[C:26]([CH:27]=2)=[CH:25][CH:24]=[CH:23][CH:22]=3)=[CH:8]1)(C)(C)C.[CH2:28]([OH:32])[CH2:29][C:30]#[CH:31]. (10) Given the product [N:11]1([C:14]([C:16]2[CH:21]=[CH:20][CH:19]=[CH:18][C:17]=2[NH:22][C:23]2[CH:24]=[C:25]3[C:29](=[CH:30][CH:31]=2)[NH:28][N:27]=[CH:26]3)=[O:15])[CH2:10][CH2:9][NH:8][CH2:13][CH2:12]1, predict the reactants needed to synthesize it. The reactants are: C([N:8]1[CH2:13][CH2:12][N:11]([C:14]([C:16]2[CH:21]=[CH:20][CH:19]=[CH:18][C:17]=2[NH:22][C:23]2[CH:24]=[C:25]3[C:29](=[CH:30][CH:31]=2)[NH:28][N:27]=[CH:26]3)=[O:15])[CH2:10][CH2:9]1)C1C=CC=CC=1.C([O-])=O.[NH4+].